From a dataset of Peptide-MHC class I binding affinity with 185,985 pairs from IEDB/IMGT. Regression. Given a peptide amino acid sequence and an MHC pseudo amino acid sequence, predict their binding affinity value. This is MHC class I binding data. The peptide sequence is AISRLRTQK. The binding affinity (normalized) is 0.0847. The MHC is HLA-A26:01 with pseudo-sequence HLA-A26:01.